From a dataset of HIV replication inhibition screening data with 41,000+ compounds from the AIDS Antiviral Screen. Binary Classification. Given a drug SMILES string, predict its activity (active/inactive) in a high-throughput screening assay against a specified biological target. (1) The molecule is Cc1nnc2scnn12. The result is 0 (inactive). (2) The drug is COc1cccc2c1C1(O)C2CCCC12OCCCO2. The result is 0 (inactive). (3) The molecule is C=CCOCCCCC(C(C)=O)C(=O)OC. The result is 0 (inactive). (4) The drug is CN(C)c1ccc(-c2nc3c(=O)n(C)c(=O)n(C)c3nc2-c2ccc(N(C)C)cc2)cc1. The result is 0 (inactive). (5) The molecule is O=C1CCCCCC1=Cc1ccccc1. The result is 0 (inactive). (6) The molecule is CCOCC(=O)NC1CCc2cc(OC)c(OC)c(OC)c2-c2ccc(OC)c(=O)cc21. The result is 0 (inactive). (7) The molecule is COc1ccc(-c2sc(N=Cc3cc(OC)c(OC)c(OC)c3)c(C#N)c2C)cc1OC. The result is 0 (inactive).